This data is from Forward reaction prediction with 1.9M reactions from USPTO patents (1976-2016). The task is: Predict the product of the given reaction. (1) Given the reactants [Cl:1][C:2]1[CH:7]=[CH:6][CH:5]=[C:4]([Cl:8])[C:3]=1[CH2:9][S:10]([C:13]1[CH:14]=[C:15]2[C:19](=[CH:20][CH:21]=1)[NH:18][C:17](=[O:22])/[C:16]/2=[CH:23]\[C:24]1[NH:28][C:27]([CH3:29])=[C:26]([C:30]([OH:32])=O)[C:25]=1[CH3:33])(=[O:12])=[O:11].C1C=CC2N(O)N=NC=2C=1.CCN=C=NCCCN(C)C.Cl.[N:56]1([CH2:62][CH2:63][NH2:64])[CH2:61][CH2:60][O:59][CH2:58][CH2:57]1, predict the reaction product. The product is: [N:56]1([CH2:62][CH2:63][NH:64][C:30]([C:26]2[C:25]([CH3:33])=[C:24](/[CH:23]=[C:16]3\[C:17](=[O:22])[NH:18][C:19]4[C:15]\3=[CH:14][C:13]([S:10]([CH2:9][C:3]3[C:2]([Cl:1])=[CH:7][CH:6]=[CH:5][C:4]=3[Cl:8])(=[O:11])=[O:12])=[CH:21][CH:20]=4)[NH:28][C:27]=2[CH3:29])=[O:32])[CH2:61][CH2:60][O:59][CH2:58][CH2:57]1. (2) Given the reactants C(N(C(C)C)CC)(C)C.[C:10](Cl)(=[O:14])[C:11]([CH3:13])=[CH2:12].[CH2:16]=[C:17]1[C:24]2[N:20]([C:21]3[N:38]=[CH:37][N:36]=[C:35]([NH2:39])[C:22]=3[C:23]=2[C:25]2[CH:26]=[N:27][C:28]3[C:33]([CH:34]=2)=[CH:32][CH:31]=[CH:30][CH:29]=3)[CH2:19][C@H:18]1[NH2:40].C(=O)(O)[O-].[Na+], predict the reaction product. The product is: [NH2:39][C:35]1[C:22]2[C:23]([C:25]3[CH:26]=[N:27][C:28]4[C:33]([CH:34]=3)=[CH:32][CH:31]=[CH:30][CH:29]=4)=[C:24]3[N:20]([C:21]=2[N:38]=[CH:37][N:36]=1)[CH2:19][C@@H:18]([NH:40][C:10](=[O:14])[C:11]([CH3:13])=[CH2:12])[C:17]3=[CH2:16]. (3) Given the reactants [CH2:1]([S:15][CH2:16][CH2:17][OH:18])[CH2:2][CH2:3][CH2:4][CH2:5][CH2:6][CH2:7][CH2:8][CH2:9][CH2:10][CH2:11][CH2:12][CH2:13][CH3:14].N1C=CC=CC=1.[C:25](Cl)(=[O:27])[CH3:26].[NH4+].[Cl-], predict the reaction product. The product is: [CH2:1]([S:15][CH2:16][CH2:17][O:18][C:25](=[O:27])[CH3:26])[CH2:2][CH2:3][CH2:4][CH2:5][CH2:6][CH2:7][CH2:8][CH2:9][CH2:10][CH2:11][CH2:12][CH2:13][CH3:14]. (4) Given the reactants [CH2:1]([N+:5]([O-:7])=[O:6])/[CH:2]=[N:3]\O.Cl.N[C:10]1[C:17]([F:18])=[C:16]([Cl:19])[C:15]([F:20])=[CH:14][C:11]=1[CH:12]=O, predict the reaction product. The product is: [Cl:19][C:16]1[C:17]([F:18])=[C:10]2[C:11]([CH:12]=[C:1]([N+:5]([O-:7])=[O:6])[CH:2]=[N:3]2)=[CH:14][C:15]=1[F:20].